This data is from Full USPTO retrosynthesis dataset with 1.9M reactions from patents (1976-2016). The task is: Predict the reactants needed to synthesize the given product. (1) Given the product [N:12]1([C:10]2[O:11][C:2]3[C:7]([C:8](=[O:18])[CH:9]=2)=[CH:6][CH:5]=[CH:4][C:3]=3[O:19][S:20]([C:23]([F:26])([F:24])[F:25])(=[O:21])=[O:22])[CH2:13][CH2:14][O:15][CH2:16][CH2:17]1, predict the reactants needed to synthesize it. The reactants are: O[C:2]1[C:7]([C:8](=[O:18])[CH2:9][C:10]([N:12]2[CH2:17][CH2:16][O:15][CH2:14][CH2:13]2)=[O:11])=[CH:6][CH:5]=[CH:4][C:3]=1[O:19][S:20]([C:23]([F:26])([F:25])[F:24])(=[O:22])=[O:21].S(OS(C(F)(F)F)(=O)=O)(C(F)(F)F)(=O)=O.C. (2) The reactants are: [Br:1][C:2]1[CH:7]=[CH:6][CH:5]=[CH:4][C:3]=1[OH:8].[CH2:9](Br)[C:10]#[CH:11].C(=O)([O-])[O-].[K+].[K+].C(OCC)(=O)C. Given the product [CH2:11]([O:8][C:3]1[CH:4]=[CH:5][CH:6]=[CH:7][C:2]=1[Br:1])[C:10]#[CH:9], predict the reactants needed to synthesize it.